Dataset: Catalyst prediction with 721,799 reactions and 888 catalyst types from USPTO. Task: Predict which catalyst facilitates the given reaction. Reactant: [NH2:1][C:2]1[CH:7]=[CH:6][C:5]([C:8]2[CH:13]=[CH:12][C:11]([C:14]([C@@H:16]3[CH2:20][CH2:19][CH2:18][C@H:17]3[C:21]([O:23]C)=[O:22])=[O:15])=[CH:10][CH:9]=2)=[CH:4][C:3]=1[F:25].[CH3:26][C:27]1[CH:39]=[CH:38][C:30]2[N:31]=[C:32](S(C)(=O)=O)[O:33][C:29]=2[CH:28]=1.[OH-].[Na+]. Product: [F:25][C:3]1[CH:4]=[C:5]([C:8]2[CH:9]=[CH:10][C:11]([C:14]([C@@H:16]3[CH2:20][CH2:19][CH2:18][C@H:17]3[C:21]([OH:23])=[O:22])=[O:15])=[CH:12][CH:13]=2)[CH:6]=[CH:7][C:2]=1[NH:1][C:32]1[O:33][C:29]2[CH:28]=[C:27]([CH3:26])[CH:39]=[CH:38][C:30]=2[N:31]=1. The catalyst class is: 68.